This data is from Forward reaction prediction with 1.9M reactions from USPTO patents (1976-2016). The task is: Predict the product of the given reaction. The product is: [Cl:24][C:18]1[CH:17]=[C:16]([CH2:15][CH2:14][C:5]2([CH:9]3[CH2:10][CH2:11][CH2:12][CH2:13]3)[O:4][C:3](=[O:25])[C:2]([S:34][C:28]3[CH:29]=[CH:30][CH:31]=[C:32]([Cl:33])[C:27]=3[Cl:26])=[C:7]([OH:8])[CH2:6]2)[CH:21]=[CH:20][C:19]=1[O:22][CH3:23]. Given the reactants Cl[CH:2]1[C:7](=[O:8])[CH2:6][C:5]([CH2:14][CH2:15][C:16]2[CH:21]=[CH:20][C:19]([O:22][CH3:23])=[C:18]([Cl:24])[CH:17]=2)([CH:9]2[CH2:13][CH2:12][CH2:11][CH2:10]2)[O:4][C:3]1=[O:25].[Cl:26][C:27]1[C:32]([Cl:33])=[CH:31][CH:30]=[CH:29][C:28]=1[SH:34], predict the reaction product.